This data is from NCI-60 drug combinations with 297,098 pairs across 59 cell lines. The task is: Regression. Given two drug SMILES strings and cell line genomic features, predict the synergy score measuring deviation from expected non-interaction effect. (1) Drug 1: COC1=CC(=CC(=C1O)OC)C2C3C(COC3=O)C(C4=CC5=C(C=C24)OCO5)OC6C(C(C7C(O6)COC(O7)C8=CC=CS8)O)O. Drug 2: C1=CC(=CC=C1C#N)C(C2=CC=C(C=C2)C#N)N3C=NC=N3. Cell line: SK-OV-3. Synergy scores: CSS=27.5, Synergy_ZIP=-7.74, Synergy_Bliss=-0.749, Synergy_Loewe=-32.2, Synergy_HSA=-0.459. (2) Drug 1: C1=CC=C(C(=C1)C(C2=CC=C(C=C2)Cl)C(Cl)Cl)Cl. Drug 2: C1CNP(=O)(OC1)N(CCCl)CCCl. Cell line: NCI-H322M. Synergy scores: CSS=0.957, Synergy_ZIP=-1.13, Synergy_Bliss=-1.06, Synergy_Loewe=-4.50, Synergy_HSA=-1.76. (3) Drug 1: C1=C(C(=O)NC(=O)N1)N(CCCl)CCCl. Drug 2: C1CNP(=O)(OC1)N(CCCl)CCCl. Cell line: HCT-15. Synergy scores: CSS=37.5, Synergy_ZIP=3.56, Synergy_Bliss=5.09, Synergy_Loewe=-17.1, Synergy_HSA=4.15.